Dataset: Catalyst prediction with 721,799 reactions and 888 catalyst types from USPTO. Task: Predict which catalyst facilitates the given reaction. (1) Reactant: [NH2:1][C@@:2]([C:6]1[S:7][C:8]([C:11]2[CH:16]=[CH:15][C:14]([O:17][CH2:18][CH2:19][CH2:20][CH2:21][CH2:22][CH2:23][CH2:24][CH3:25])=[C:13]([C:26]([F:29])([F:28])[F:27])[CH:12]=2)=[CH:9][N:10]=1)([CH3:5])[CH2:3][OH:4].[P:30](Cl)([O:35]CC)([O:32]CC)=[O:31].C(N(CC)CC)C.Br[Si](C)(C)C. Product: [P:30]([OH:35])([OH:32])([O:4][CH2:3][C@:2]([NH2:1])([C:6]1[S:7][C:8]([C:11]2[CH:16]=[CH:15][C:14]([O:17][CH2:18][CH2:19][CH2:20][CH2:21][CH2:22][CH2:23][CH2:24][CH3:25])=[C:13]([C:26]([F:28])([F:29])[F:27])[CH:12]=2)=[CH:9][N:10]=1)[CH3:5])=[O:31]. The catalyst class is: 2. (2) Reactant: [C:1]([C:4]1[CH:5]=[C:6]([S:10]([N:13]2[C:17]([C:18]3[C:19]([F:24])=[N:20][CH:21]=[CH:22][CH:23]=3)=[CH:16][C:15]([CH2:25][N:26](C)[C:27](=O)OC(C)(C)C)=[CH:14]2)(=[O:12])=[O:11])[CH:7]=[CH:8][CH:9]=1)(=[O:3])[CH3:2].C(OCC)(=O)C.[ClH:41]. Product: [ClH:41].[F:24][C:19]1[C:18]([C:17]2[N:13]([S:10]([C:6]3[CH:5]=[C:4]([C:1](=[O:3])[CH3:2])[CH:9]=[CH:8][CH:7]=3)(=[O:12])=[O:11])[CH:14]=[C:15]([CH2:25][NH:26][CH3:27])[CH:16]=2)=[CH:23][CH:22]=[CH:21][N:20]=1. The catalyst class is: 8.